Task: Regression. Given a peptide amino acid sequence and an MHC pseudo amino acid sequence, predict their binding affinity value. This is MHC class I binding data.. Dataset: Peptide-MHC class I binding affinity with 185,985 pairs from IEDB/IMGT (1) The peptide sequence is KPTGSASSL. The MHC is HLA-B51:01 with pseudo-sequence HLA-B51:01. The binding affinity (normalized) is 0.0847. (2) The peptide sequence is HFIYHKREK. The MHC is HLA-A02:11 with pseudo-sequence HLA-A02:11. The binding affinity (normalized) is 0.0847. (3) The peptide sequence is NSESGNSRY. The MHC is HLA-B51:01 with pseudo-sequence HLA-B51:01. The binding affinity (normalized) is 0.0847. (4) The peptide sequence is LDLAIQQL. The MHC is Mamu-A01 with pseudo-sequence Mamu-A01. The binding affinity (normalized) is 0.185. (5) The peptide sequence is DRKLARNSL. The MHC is HLA-B40:01 with pseudo-sequence HLA-B40:01. The binding affinity (normalized) is 0.